This data is from Retrosynthesis with 50K atom-mapped reactions and 10 reaction types from USPTO. The task is: Predict the reactants needed to synthesize the given product. (1) Given the product O=C(O)c1cnc2ccsc2c1Cl, predict the reactants needed to synthesize it. The reactants are: CCOC(=O)c1cnc2ccsc2c1Cl. (2) Given the product O=C(NCC1CCCCN1)c1cc(OCC(F)(F)F)ccc1OCC(F)(F)F, predict the reactants needed to synthesize it. The reactants are: O=C(NCc1ccccn1)c1cc(OCC(F)(F)F)ccc1OCC(F)(F)F. (3) Given the product CCN(CC)Cc1cc(C)cc(-n2nc3ccccc3n2)c1O, predict the reactants needed to synthesize it. The reactants are: C=O.CCNCC.Cc1ccc(O)c(-n2nc3ccccc3n2)c1.